From a dataset of Retrosynthesis with 50K atom-mapped reactions and 10 reaction types from USPTO. Predict the reactants needed to synthesize the given product. (1) Given the product CCCCCNCc1cncn1Cc1ccc(C#N)cc1, predict the reactants needed to synthesize it. The reactants are: CCCCCN.N#Cc1ccc(Cn2cncc2C=O)cc1. (2) Given the product CC(C)c1cccc2c1CC=C2, predict the reactants needed to synthesize it. The reactants are: Brc1cccc2c1CC=C2.CC(C)[Mg+]. (3) Given the product C=CCC1(O)CCN(C(=O)OC(C)(C)C)CC1C(=O)OC, predict the reactants needed to synthesize it. The reactants are: C=CCBr.COC(=O)C1CN(C(=O)OC(C)(C)C)CCC1=O. (4) The reactants are: CCOC(=O)C1=Cc2ccc(C(F)(F)C(F)(F)F)cc2N=C(C(=O)OC(C)(C)C)C1. Given the product CC(C)(C)OC(=O)C1=Nc2cc(C(F)(F)C(F)(F)F)ccc2C=C(C(=O)O)C1, predict the reactants needed to synthesize it. (5) Given the product N#Cc1ccc(C(F)(F)F)nc1N1CCCC1, predict the reactants needed to synthesize it. The reactants are: C1CCNC1.N#Cc1ccc(C(F)(F)F)nc1Cl. (6) Given the product CC[C@H](C)Nc1cc(C(=O)O)cc(CC(C)(F)F)n1, predict the reactants needed to synthesize it. The reactants are: CC[C@H](C)Nc1cc(C(=O)OC)cc(CC(C)(F)F)n1.